This data is from Peptide-MHC class I binding affinity with 185,985 pairs from IEDB/IMGT. The task is: Regression. Given a peptide amino acid sequence and an MHC pseudo amino acid sequence, predict their binding affinity value. This is MHC class I binding data. (1) The peptide sequence is FLADYRGKT. The MHC is HLA-B08:01 with pseudo-sequence HLA-B08:01. The binding affinity (normalized) is 0.0436. (2) The peptide sequence is CKNFLKQVY. The MHC is HLA-A30:02 with pseudo-sequence HLA-A30:02. The binding affinity (normalized) is 0.0658. (3) The peptide sequence is VSMTYLYNKY. The MHC is HLA-A68:01 with pseudo-sequence HLA-A68:01. The binding affinity (normalized) is 0. (4) The peptide sequence is IRHNKDRKV. The binding affinity (normalized) is 0.0847. The MHC is HLA-A69:01 with pseudo-sequence HLA-A69:01. (5) The peptide sequence is SRKASNTIL. The MHC is HLA-A31:01 with pseudo-sequence HLA-A31:01. The binding affinity (normalized) is 0.0847. (6) The peptide sequence is YEDKVWDKY. The MHC is HLA-A01:01 with pseudo-sequence HLA-A01:01. The binding affinity (normalized) is 0.181. (7) The peptide sequence is CSRMLDTSEK. The MHC is HLA-A68:01 with pseudo-sequence HLA-A68:01. The binding affinity (normalized) is 0.173.